This data is from Catalyst prediction with 721,799 reactions and 888 catalyst types from USPTO. The task is: Predict which catalyst facilitates the given reaction. (1) Reactant: C[CH:2]([CH2:6][C@H:7]([C@@H:9]1[C@:26]2([CH3:27])[C@H:12]([C@H:13]3[C@H:23]([CH2:24][C@@H:25]2[OH:28])[C@:21]2([CH3:22])[C@@H:16]([CH2:17][C@@H:18]([O:29][CH2:30][CH2:31][N:32]([C:34]4[CH:39]=[CH:38][C:37]([C@H:40]5[CH2:57][C@@:55]6([CH3:56])[C@@H:51]([CH2:52][CH2:53][C@:54]6([OH:61])[C:58]#[C:59][CH3:60])[C@H:50]6[C:41]5=[C:42]5[C:47]([CH2:48][CH2:49]6)=[CH:46][C:45](=[O:62])[CH2:44][CH2:43]5)=[CH:36][CH:35]=4)[CH3:33])[CH2:19][CH2:20]2)[CH2:15][C@H:14]3[O:63][C:64](=[O:76])[CH2:65][CH2:66][CH2:67][NH:68][C:69]([O:71][C:72]([CH3:75])([CH3:74])[CH3:73])=[O:70])[CH2:11][CH2:10]1)[CH3:8])[C:3]([OH:5])=[O:4].[Li+].[OH-]. Product: [C:72]([O:71][C:69]([NH:68][CH2:67][CH2:66][CH2:65][C:64]([O:63][C@@H:14]1[CH2:15][C@H:16]2[C@:21]([CH3:22])([CH2:20][CH2:19][C@H:18]([O:29][CH2:30][CH2:31][N:32]([C:34]3[CH:35]=[CH:36][C:37]([C@H:40]4[CH2:57][C@@:55]5([CH3:56])[C@@H:51]([CH2:52][CH2:53][C@:54]5([OH:61])[C:58]#[C:59][CH3:60])[C@H:50]5[C:41]4=[C:42]4[C:47]([CH2:48][CH2:49]5)=[CH:46][C:45](=[O:62])[CH2:44][CH2:43]4)=[CH:38][CH:39]=3)[CH3:33])[CH2:17]2)[C@@H:23]2[C@@H:13]1[C@H:12]1[C@:26]([CH3:27])([C@@H:25]([OH:28])[CH2:24]2)[C@@H:9]([C@H:7]([CH3:8])[CH2:6][CH2:2][C:3]([OH:5])=[O:4])[CH2:10][CH2:11]1)=[O:76])=[O:70])([CH3:75])([CH3:73])[CH3:74]. The catalyst class is: 1. (2) Reactant: [CH3:1][N:2]([CH3:15])[C:3](=[O:14])[CH2:4][CH2:5][CH:6]([N+:11]([O-])=O)[CH:7]([OH:10])[CH2:8][F:9]. Product: [CH3:15][N:2]([CH3:1])[C:3](=[O:14])[CH2:4][CH2:5][CH:6]([NH2:11])[CH:7]([OH:10])[CH2:8][F:9]. The catalyst class is: 94. (3) Reactant: [CH2:1]([NH:4][C:5]1[C:6]2[N:15]=[C:14](Cl)[N:13]=[C:12]([NH:17][CH2:18][CH:19]=[CH2:20])[C:7]=2[N:8]=[C:9]([Cl:11])[N:10]=1)[CH:2]=[CH2:3].[CH2:21]([NH2:24])[CH:22]=[CH2:23].C([O-])(O)=O.[Na+]. Product: [Cl:11][C:9]1[N:10]=[C:5]([NH:4][CH2:1][CH:2]=[CH2:3])[C:6]2[N:15]=[C:14]([NH:24][CH2:21][CH:22]=[CH2:23])[N:13]=[C:12]([NH:17][CH2:18][CH:19]=[CH2:20])[C:7]=2[N:8]=1. The catalyst class is: 51. (4) Reactant: [OH:1][C@H:2]([C:20]1[CH:21]=[N:22][CH:23]=[CH:24][CH:25]=1)[CH2:3][NH:4][C:5]([C@H:7]1[CH2:16][CH2:15][C:14]2[C:9](=[CH:10][CH:11]=[C:12]([N+:17]([O-:19])=[O:18])[CH:13]=2)[O:8]1)=O.CO.Cl.[OH-].[Na+]. Product: [N+:17]([C:12]1[CH:13]=[C:14]2[C:9](=[CH:10][CH:11]=1)[O:8][C@@H:7]([CH2:5][NH:4][CH2:3][C@@H:2]([C:20]1[CH:21]=[N:22][CH:23]=[CH:24][CH:25]=1)[OH:1])[CH2:16][CH2:15]2)([O-:19])=[O:18]. The catalyst class is: 299. (5) Reactant: [H-].[Na+].[C:3]([N:10]1[CH2:15][CH2:14][NH:13][CH2:12][CH2:11]1)([O:5][C:6]([CH3:9])([CH3:8])[CH3:7])=[O:4].[F:16][C:17]1[CH:24]=[CH:23][CH:22]=[C:21](F)[C:18]=1[C:19]#[N:20]. Product: [C:6]([O:5][C:3]([N:10]1[CH2:11][CH2:12][N:13]([C:21]2[CH:22]=[CH:23][CH:24]=[C:17]([F:16])[C:18]=2[C:19]#[N:20])[CH2:14][CH2:15]1)=[O:4])([CH3:9])([CH3:8])[CH3:7]. The catalyst class is: 3.